From a dataset of NCI-60 drug combinations with 297,098 pairs across 59 cell lines. Regression. Given two drug SMILES strings and cell line genomic features, predict the synergy score measuring deviation from expected non-interaction effect. (1) Drug 1: C1CCN(CC1)CCOC2=CC=C(C=C2)C(=O)C3=C(SC4=C3C=CC(=C4)O)C5=CC=C(C=C5)O. Drug 2: CC(C)NC(=O)C1=CC=C(C=C1)CNNC.Cl. Cell line: DU-145. Synergy scores: CSS=-4.23, Synergy_ZIP=3.42, Synergy_Bliss=3.35, Synergy_Loewe=-1.86, Synergy_HSA=-1.76. (2) Drug 1: C1CCC(C1)C(CC#N)N2C=C(C=N2)C3=C4C=CNC4=NC=N3. Drug 2: C1CNP(=O)(OC1)N(CCCl)CCCl. Cell line: MOLT-4. Synergy scores: CSS=2.71, Synergy_ZIP=-1.13, Synergy_Bliss=-3.34, Synergy_Loewe=-9.15, Synergy_HSA=-4.49.